Dataset: Catalyst prediction with 721,799 reactions and 888 catalyst types from USPTO. Task: Predict which catalyst facilitates the given reaction. Reactant: [Cl:1][C:2]1[CH:3]=[N:4][C:5]([N:8]2[CH2:13][CH2:12][CH:11]([C@H:14]([CH3:18])[CH2:15][CH2:16][OH:17])[CH2:10][CH2:9]2)=[N:6][CH:7]=1.C(N(CC)CC)C.[CH3:26][S:27](Cl)(=[O:29])=[O:28]. Product: [Cl:1][C:2]1[CH:3]=[N:4][C:5]([N:8]2[CH2:13][CH2:12][CH:11]([C@H:14]([CH3:18])[CH2:15][CH2:16][O:17][S:27]([CH3:26])(=[O:29])=[O:28])[CH2:10][CH2:9]2)=[N:6][CH:7]=1. The catalyst class is: 34.